This data is from Retrosynthesis with 50K atom-mapped reactions and 10 reaction types from USPTO. The task is: Predict the reactants needed to synthesize the given product. (1) Given the product Fc1ccc(-c2cn(CCC#Cc3ccccn3)nn2)cc1, predict the reactants needed to synthesize it. The reactants are: Brc1ccccn1.C#CCCn1cc(-c2ccc(F)cc2)nn1. (2) Given the product CCCc1ccc(-c2ncc(C#N)cn2)cc1, predict the reactants needed to synthesize it. The reactants are: CCCc1ccc(-c2ncc(C#N)c(Cl)n2)cc1.